From a dataset of Full USPTO retrosynthesis dataset with 1.9M reactions from patents (1976-2016). Predict the reactants needed to synthesize the given product. Given the product [F:32][C:29]1[CH:28]=[CH:27][C:26]([S:23]([C:18]2[CH:17]=[C:16]([CH:21]=[CH:20][C:19]=2[OH:22])[O:15][C:11]2[C:12]([CH3:14])=[CH:13][C:8]([NH:7][C:5](=[O:6])[C:4]([OH:34])=[O:3])=[CH:9][C:10]=2[CH3:33])(=[O:25])=[O:24])=[CH:31][CH:30]=1, predict the reactants needed to synthesize it. The reactants are: C([O:3][C:4](=[O:34])[C:5]([NH:7][C:8]1[CH:13]=[C:12]([CH3:14])[C:11]([O:15][C:16]2[CH:21]=[CH:20][C:19]([OH:22])=[C:18]([S:23]([C:26]3[CH:31]=[CH:30][C:29]([F:32])=[CH:28][CH:27]=3)(=[O:25])=[O:24])[CH:17]=2)=[C:10]([CH3:33])[CH:9]=1)=[O:6])C.[OH-].[Na+].